From a dataset of Forward reaction prediction with 1.9M reactions from USPTO patents (1976-2016). Predict the product of the given reaction. (1) Given the reactants Br[C:2]1[S:3][C:4]2[CH:10]=[C:9]([CH3:11])[CH:8]=[C:7]([C:12]3[CH:17]=[CH:16][C:15]([F:18])=[C:14]([Cl:19])[CH:13]=3)[C:5]=2[N:6]=1.Cl.Cl.[CH3:22][C:23]1[N:28]=[CH:27][N:26]=[C:25]([N:29]2[CH2:34][CH2:33][CH:32]([NH2:35])[CH2:31][CH2:30]2)[CH:24]=1, predict the reaction product. The product is: [Cl:19][C:14]1[CH:13]=[C:12]([C:7]2[C:5]3[N:6]=[C:2]([NH:35][CH:32]4[CH2:33][CH2:34][N:29]([C:25]5[CH:24]=[C:23]([CH3:22])[N:28]=[CH:27][N:26]=5)[CH2:30][CH2:31]4)[S:3][C:4]=3[CH:10]=[C:9]([CH3:11])[CH:8]=2)[CH:17]=[CH:16][C:15]=1[F:18]. (2) Given the reactants [Br:1][C:2]1[CH:3]=[C:4]([CH2:26][CH:27]([O:33][C:34]2[CH:39]=[CH:38][CH:37]=[CH:36][CH:35]=2)[C:28]([O:30]CC)=[O:29])[CH:5]=[CH:6][C:7]=1[O:8][CH2:9][CH2:10][NH:11][C:12](=[O:25])[C:13]1[CH:18]=[CH:17][C:16]([C:19]2[CH:24]=[CH:23][CH:22]=[CH:21][N:20]=2)=[CH:15][CH:14]=1.[OH-].[Na+], predict the reaction product. The product is: [Br:1][C:2]1[CH:3]=[C:4]([CH2:26][CH:27]([O:33][C:34]2[CH:39]=[CH:38][CH:37]=[CH:36][CH:35]=2)[C:28]([OH:30])=[O:29])[CH:5]=[CH:6][C:7]=1[O:8][CH2:9][CH2:10][NH:11][C:12](=[O:25])[C:13]1[CH:14]=[CH:15][C:16]([C:19]2[CH:24]=[CH:23][CH:22]=[CH:21][N:20]=2)=[CH:17][CH:18]=1. (3) Given the reactants [N+:1]([C:4]1[CH:11]=[C:10]([N+:12]([O-:14])=[O:13])[CH:9]=[CH:8][C:5]=1[CH:6]=O)([O-:3])=[O:2].C(N(C(C)C)C(C)C)C.[Cl-].[Li+].C(OP([CH2:34][C:35]([O:37][CH2:38][CH3:39])=[O:36])(OCC)=O)C, predict the reaction product. The product is: [N+:1]([C:4]1[CH:11]=[C:10]([N+:12]([O-:14])=[O:13])[CH:9]=[CH:8][C:5]=1/[CH:6]=[CH:34]/[C:35]([O:37][CH2:38][CH3:39])=[O:36])([O-:3])=[O:2]. (4) Given the reactants Br[C:2]1[N:6]([CH3:7])[N:5]=[C:4]([CH3:8])[C:3]=1[O:9][C:10]1[CH:15]=[CH:14][C:13]([F:16])=[CH:12][C:11]=1[Cl:17].[F:18][C:19]1[CH:24]=[C:23]([F:25])[CH:22]=[CH:21][C:20]=1B(O)O.C(=O)([O-])[O-].[K+].[K+], predict the reaction product. The product is: [Cl:17][C:11]1[CH:12]=[C:13]([F:16])[CH:14]=[CH:15][C:10]=1[O:9][C:3]1[C:4]([CH3:8])=[N:5][N:6]([CH3:7])[C:2]=1[C:22]1[CH:21]=[CH:20][C:19]([F:18])=[CH:24][C:23]=1[F:25]. (5) Given the reactants [Br:1][C:2]1[C:3](Cl)=[N:4][CH:5]=[C:6]([CH:10]=1)[C:7]([OH:9])=[O:8].[OH-].[K+].[CH:14]1([OH:18])[CH2:17][CH2:16][CH2:15]1.Cl, predict the reaction product. The product is: [Br:1][C:2]1[C:3]([O:18][CH:14]2[CH2:17][CH2:16][CH2:15]2)=[N:4][CH:5]=[C:6]([CH:10]=1)[C:7]([OH:9])=[O:8]. (6) Given the reactants [ClH:1].[C:2]([C:5]1[CH:10]=[CH:9][C:8]([OH:11])=[CH:7][CH:6]=1)(=[NH:4])[NH2:3].[N+:12]([O-])([OH:14])=[O:13].C(=O)([O-])O.[Na+], predict the reaction product. The product is: [ClH:1].[C:2]([C:5]1[CH:10]=[CH:9][C:8]([OH:11])=[C:7]([N+:12]([O-:14])=[O:13])[CH:6]=1)(=[NH:3])[NH2:4]. (7) Given the reactants Br[C:2]1[CH:3]=[CH:4][C:5]2[S:21][C:8]3[CH2:9][N:10]([C:14]([O:16][C:17]([CH3:20])([CH3:19])[CH3:18])=[O:15])[CH2:11][CH2:12][CH2:13][C:7]=3[C:6]=2[CH:22]=1.[F:23][C:24]1[CH:25]=[CH:26][C:27]([CH2:30][O:31][C:32]2[CH:37]=[CH:36][NH:35][C:34](=[O:38])[CH:33]=2)=[N:28][CH:29]=1, predict the reaction product. The product is: [F:23][C:24]1[CH:25]=[CH:26][C:27]([CH2:30][O:31][C:32]2[CH:37]=[CH:36][N:35]([C:2]3[CH:3]=[CH:4][C:5]4[S:21][C:8]5[CH2:9][N:10]([C:14]([O:16][C:17]([CH3:20])([CH3:19])[CH3:18])=[O:15])[CH2:11][CH2:12][CH2:13][C:7]=5[C:6]=4[CH:22]=3)[C:34](=[O:38])[CH:33]=2)=[N:28][CH:29]=1.